Regression. Given a peptide amino acid sequence and an MHC pseudo amino acid sequence, predict their binding affinity value. This is MHC class I binding data. From a dataset of Peptide-MHC class I binding affinity with 185,985 pairs from IEDB/IMGT. (1) The peptide sequence is YGIAAHWSY. The MHC is HLA-B35:01 with pseudo-sequence HLA-B35:01. The binding affinity (normalized) is 1.00. (2) The peptide sequence is ETSCLETMEV. The MHC is Mamu-A02 with pseudo-sequence Mamu-A02. The binding affinity (normalized) is 0.0823. (3) The binding affinity (normalized) is 0.626. The peptide sequence is FLADYGWRL. The MHC is HLA-C08:02 with pseudo-sequence HLA-C08:02. (4) The peptide sequence is VMCIQMKYV. The MHC is HLA-B35:01 with pseudo-sequence HLA-B35:01. The binding affinity (normalized) is 0.0847. (5) The peptide sequence is VEKAVATAPGL. The MHC is Mamu-A07 with pseudo-sequence Mamu-A07. The binding affinity (normalized) is 0. (6) The peptide sequence is AYISSEATTPT. The MHC is Patr-A0901 with pseudo-sequence Patr-A0901. The binding affinity (normalized) is 0.632. (7) The peptide sequence is LSISVDLNSI. The MHC is H-2-Db with pseudo-sequence H-2-Db. The binding affinity (normalized) is 0.103.